The task is: Regression. Given a peptide amino acid sequence and an MHC pseudo amino acid sequence, predict their binding affinity value. This is MHC class I binding data.. This data is from Peptide-MHC class I binding affinity with 185,985 pairs from IEDB/IMGT. (1) The peptide sequence is LLHLNSLF. The MHC is Mamu-B17 with pseudo-sequence Mamu-B17. The binding affinity (normalized) is 0. (2) The peptide sequence is YTSDYFISY. The MHC is HLA-B44:02 with pseudo-sequence HLA-B44:02. The binding affinity (normalized) is 0.0847. (3) The peptide sequence is YILQLIRHGR. The MHC is HLA-A11:01 with pseudo-sequence HLA-A11:01. The binding affinity (normalized) is 0.0557. (4) The peptide sequence is ASDPSFPDI. The MHC is HLA-A01:01 with pseudo-sequence HLA-A01:01. The binding affinity (normalized) is 0.148. (5) The peptide sequence is IVYCLNALV. The MHC is HLA-A02:01 with pseudo-sequence HLA-A02:01. The binding affinity (normalized) is 0.573. (6) The peptide sequence is YTPFNKLSV. The MHC is Mamu-A01 with pseudo-sequence Mamu-A01. The binding affinity (normalized) is 0.524.